Predict which catalyst facilitates the given reaction. From a dataset of Catalyst prediction with 721,799 reactions and 888 catalyst types from USPTO. (1) Reactant: C([O:3][CH:4](OCC)[C:5]1[N:10]=[C:9]([S:11][CH2:12][C:13]2[CH:18]=[CH:17][CH:16]=[CH:15][CH:14]=2)[N:8]=[C:7]([NH:19][C:20]2[S:21][C:22]3[C:27]([N:28]=2)=[CH:26][CH:25]=[CH:24][N:23]=3)[CH:6]=1)C.Cl. Product: [C:13]1([CH2:12][S:11][C:9]2[N:10]=[C:5]([CH:4]=[O:3])[CH:6]=[C:7]([NH:19][C:20]3[S:21][C:22]4[C:27]([N:28]=3)=[CH:26][CH:25]=[CH:24][N:23]=4)[N:8]=2)[CH:14]=[CH:15][CH:16]=[CH:17][CH:18]=1. The catalyst class is: 7. (2) Reactant: [CH3:1][CH:2]([C:7]([O:9]C)=O)[C:3](OC)=[O:4].[NH2:11][C:12]1[NH:16][N:15]=[C:14]([C:17]2[CH:22]=[CH:21][CH:20]=[CH:19][CH:18]=2)[CH:13]=1.C[O-].[Na+]. Product: [OH:9][C:7]1[N:16]2[N:15]=[C:14]([C:17]3[CH:22]=[CH:21][CH:20]=[CH:19][CH:18]=3)[CH:13]=[C:12]2[NH:11][C:3](=[O:4])[C:2]=1[CH3:1]. The catalyst class is: 5. (3) Reactant: [C:1]([C:5]1[O:9][C:8](=[O:10])[O:7][C:6]=1[C:11](O)=[O:12])([CH3:4])([CH3:3])[CH3:2].CN(C)C=O.C(Cl)(=O)C(Cl)=O.[BH4-].C([N+](CCCC)(CCCC)CCCC)CCC. Product: [C:1]([C:5]1[O:9][C:8](=[O:10])[O:7][C:6]=1[CH2:11][OH:12])([CH3:4])([CH3:2])[CH3:3]. The catalyst class is: 2.